From a dataset of Reaction yield outcomes from USPTO patents with 853,638 reactions. Predict the reaction yield, written as a fraction of the theoretical maximum amount of product (1.0 means a 100% yield; for example, 0.34 means a 34% yield). (1) The reactants are Br[C:2]1[CH:11]=[C:10]2[C:5]([C:6]([CH3:16])([CH3:15])[CH2:7][C:8](=[O:14])[N:9]2[CH2:12][CH3:13])=[CH:4][C:3]=1[CH3:17].Br[C:19]1[C:20]([F:30])=[C:21]([CH:24]=[C:25]([F:29])[C:26]=1[O:27][CH3:28])[CH:22]=[O:23]. No catalyst specified. The product is [CH2:12]([N:9]1[C:10]2[C:5](=[CH:4][C:3]([CH3:17])=[C:2]([C:19]3[C:20]([F:30])=[C:21]([CH:24]=[C:25]([F:29])[C:26]=3[O:27][CH3:28])[CH:22]=[O:23])[CH:11]=2)[C:6]([CH3:16])([CH3:15])[CH2:7][C:8]1=[O:14])[CH3:13]. The yield is 0.140. (2) The reactants are C([N:8]1[CH2:13][CH2:12][C:11]2([N:17]3[N:18]=[C:19]([C:24]4[CH:29]=[CH:28][C:27]([O:30][C:31]5[CH:36]=[CH:35][CH:34]=[CH:33][CH:32]=5)=[CH:26][CH:25]=4)[C:20]([C:21]([NH2:23])=[O:22])=[C:16]3[NH:15][C:14]2=[O:37])[CH2:10][CH2:9]1)C1C=CC=CC=1. The yield is 0.589. The catalyst is CO.[OH-].[OH-].[Pd+2]. The product is [O:37]=[C:14]1[C:11]2([CH2:12][CH2:13][NH:8][CH2:9][CH2:10]2)[N:17]2[N:18]=[C:19]([C:24]3[CH:29]=[CH:28][C:27]([O:30][C:31]4[CH:36]=[CH:35][CH:34]=[CH:33][CH:32]=4)=[CH:26][CH:25]=3)[C:20]([C:21]([NH2:23])=[O:22])=[C:16]2[NH:15]1. (3) The reactants are [Cl:1][C:2]1[CH:7]=[CH:6][C:5]([C:8]2[C:14]3[CH:15]=[C:16]([O:19][CH3:20])[CH:17]=[CH:18][C:13]=3[N:12]3[C:21]([CH3:24])=[N:22][N:23]=[C:11]3[C@H:10]([CH2:25][C:26](O)=[O:27])[N:9]=2)=[CH:4][CH:3]=1.[N:29]1([CH2:35][CH2:36][CH2:37][NH2:38])[CH2:34][CH2:33][O:32][CH2:31][CH2:30]1.CN(C(ON1N=NC2C=CC=NC1=2)=[N+](C)C)C.F[P-](F)(F)(F)(F)F.CCN(C(C)C)C(C)C. The catalyst is CN(C=O)C. The product is [Cl:1][C:2]1[CH:7]=[CH:6][C:5]([C:8]2[C:14]3[CH:15]=[C:16]([O:19][CH3:20])[CH:17]=[CH:18][C:13]=3[N:12]3[C:21]([CH3:24])=[N:22][N:23]=[C:11]3[C@H:10]([CH2:25][C:26]([NH:38][CH2:37][CH2:36][CH2:35][N:29]3[CH2:34][CH2:33][O:32][CH2:31][CH2:30]3)=[O:27])[N:9]=2)=[CH:4][CH:3]=1. The yield is 0.389. (4) The reactants are [OH:1][CH:2]([C:26]1[CH:31]=[CH:30][C:29]([C:32]([CH2:39][OH:40])([CH3:38])[C:33]([O:35]CC)=[O:34])=[CH:28][CH:27]=1)[CH2:3][CH2:4][CH2:5][N:6]1[CH2:11][CH2:10][CH:9]([C:12]([OH:25])([C:19]2[CH:24]=[CH:23][CH:22]=[CH:21][CH:20]=2)[C:13]2[CH:18]=[CH:17][CH:16]=[CH:15][CH:14]=2)[CH2:8][CH2:7]1.[OH-].[Na+].Cl. The catalyst is CO.O1CCCC1. The product is [OH:1][CH:2]([C:26]1[CH:31]=[CH:30][C:29]([C:32]([CH2:39][OH:40])([CH3:38])[C:33]([OH:35])=[O:34])=[CH:28][CH:27]=1)[CH2:3][CH2:4][CH2:5][N:6]1[CH2:11][CH2:10][CH:9]([C:12]([OH:25])([C:13]2[CH:14]=[CH:15][CH:16]=[CH:17][CH:18]=2)[C:19]2[CH:24]=[CH:23][CH:22]=[CH:21][CH:20]=2)[CH2:8][CH2:7]1. The yield is 0.660. (5) The reactants are Br[CH2:2][C:3]([C:5]1[CH:10]=[CH:9][CH:8]=[CH:7][CH:6]=1)=O.[CH2:11]([O:13][C:14]1[CH:15]=[C:16]([CH:20]=[CH:21][C:22]=1[O:23][CH2:24][CH3:25])[C:17]([NH2:19])=[O:18])[CH3:12].C([O-])(O)=O.[Na+]. The catalyst is CN(C=O)C. The product is [CH2:11]([O:13][C:14]1[CH:15]=[C:16]([C:17]2[O:18][CH:2]=[C:3]([C:5]3[CH:10]=[CH:9][CH:8]=[CH:7][CH:6]=3)[N:19]=2)[CH:20]=[CH:21][C:22]=1[O:23][CH2:24][CH3:25])[CH3:12]. The yield is 0.170.